From a dataset of Reaction yield outcomes from USPTO patents with 853,638 reactions. Predict the reaction yield, written as a fraction of the theoretical maximum amount of product (1.0 means a 100% yield; for example, 0.34 means a 34% yield). (1) The yield is 0.809. The reactants are [C:1]([C:3]1[CH:4]=[C:5]([OH:9])[CH:6]=[CH:7][CH:8]=1)#[N:2].[ClH:10].[H][H]. The catalyst is [Pd].CO. The product is [ClH:10].[OH:9][C:5]1[CH:4]=[C:3]([CH2:1][NH2:2])[CH:8]=[CH:7][CH:6]=1. (2) The reactants are [Cl:1][C:2]1[CH:7]=[C:6](/[CH:8]=[CH:9]/[CH:10]([C:15]2[CH:20]=[C:19]([Cl:21])[C:18]([Cl:22])=[C:17]([Cl:23])[CH:16]=2)[C:11]([F:14])([F:13])[F:12])[CH:5]=[CH:4][C:3]=1[CH2:24][NH2:25].Cl[C:27](=[O:32])[C:28]([O:30][CH3:31])=[O:29]. The catalyst is C(Cl)Cl. The product is [Cl:1][C:2]1[CH:7]=[C:6](/[CH:8]=[CH:9]/[CH:10]([C:15]2[CH:20]=[C:19]([Cl:21])[C:18]([Cl:22])=[C:17]([Cl:23])[CH:16]=2)[C:11]([F:14])([F:13])[F:12])[CH:5]=[CH:4][C:3]=1[CH2:24][NH:25][C:27](=[O:32])[C:28]([O:30][CH3:31])=[O:29]. The yield is 0.500. (3) The reactants are [F:1][C:2]1[CH:8]=[CH:7][C:5]([NH2:6])=[CH:4][C:3]=1[N+:9]([O-:11])=[O:10].[C:12](OC(=O)C)(=[O:14])[CH3:13]. No catalyst specified. The product is [F:1][C:2]1[CH:8]=[CH:7][C:5]([NH:6][C:12](=[O:14])[CH3:13])=[CH:4][C:3]=1[N+:9]([O-:11])=[O:10]. The yield is 0.700. (4) The reactants are [CH:1]([C:3]1[CH:4]=[C:5]([C:9]2[CH:14]=[CH:13][C:12]([C:15]([O:17][CH3:18])=[O:16])=[CH:11][CH:10]=2)[CH:6]=[CH:7][CH:8]=1)=O.[BH4-].[Na+].[Br:21][C:22]1[C:30]2[C:25](=[CH:26][CH:27]=[CH:28][CH:29]=2)[NH:24][C:23]=1[C:31]([O:33][CH2:34][CH3:35])=[O:32].C1C=CC(P(C2C=CC=CC=2)C2C=CC=CC=2)=CC=1.CC(OC(/N=N/C(OC(C)C)=O)=O)C. The catalyst is CCO.C1(C)C=CC=CC=1. The product is [Br:21][C:22]1[C:30]2[C:25](=[CH:26][CH:27]=[CH:28][CH:29]=2)[N:24]([CH2:1][C:3]2[CH:4]=[C:5]([C:9]3[CH:14]=[CH:13][C:12]([C:15]([O:17][CH3:18])=[O:16])=[CH:11][CH:10]=3)[CH:6]=[CH:7][CH:8]=2)[C:23]=1[C:31]([O:33][CH2:34][CH3:35])=[O:32]. The yield is 0.510. (5) The reactants are [CH3:1][N:2]=[C:3]=[O:4].[NH2:5][C:6]1[CH:11]=[CH:10][C:9]([C:12]([NH:14][C@@H:15]([CH:23]2[CH2:28][CH2:27][CH2:26][CH2:25][CH2:24]2)[C:16]([O:18][C:19]([CH3:22])([CH3:21])[CH3:20])=[O:17])=[O:13])=[C:8]([NH:29][C:30]([NH:32][C:33]2[C:38]([CH3:39])=[CH:37][C:36]([CH3:40])=[CH:35][C:34]=2[CH3:41])=[O:31])[CH:7]=1.CCCCCC.C(OCC)(=O)C. The catalyst is N1C=CC=CC=1. The product is [CH:23]1([C@H:15]([NH:14][C:12]([C:9]2[CH:10]=[CH:11][C:6]([NH:5][C:3]([NH:2][CH3:1])=[O:4])=[CH:7][C:8]=2[NH:29][C:30]([NH:32][C:33]2[C:34]([CH3:41])=[CH:35][C:36]([CH3:40])=[CH:37][C:38]=2[CH3:39])=[O:31])=[O:13])[C:16]([O:18][C:19]([CH3:22])([CH3:21])[CH3:20])=[O:17])[CH2:28][CH2:27][CH2:26][CH2:25][CH2:24]1. The yield is 0.820. (6) The reactants are [C:1]1(=[O:11])[NH:5][C:4](=[O:6])[C:3]2=[CH:7][CH:8]=[CH:9][CH:10]=[C:2]12.[K].[CH2:13]([C@@H:15]1[O:17][CH2:16]1)Cl. The catalyst is [Cl-].C([N+](C)(C)C)C1C=CC=CC=1.CN(C=O)C. The product is [CH2:13]([C:10]1[CH:9]=[CH:8][CH:7]=[C:3]2[C:4]([NH:5][C:1](=[O:11])[C:2]=12)=[O:6])[C@H:15]1[O:17][CH2:16]1. The yield is 0.820. (7) The reactants are C(N(CC)CC)C.[CH:8]([C:10]1[C:18]2[C:13](=[CH:14][CH:15]=[CH:16][CH:17]=2)[N:12](C(OC(C)(C)C)=O)[CH:11]=1)=[O:9].[CH3:26][O:27][C:28]1[CH:29]=[C:30]([N:34]=[CH:35][C:36]2[CH:37]=[CH:38][C:39]([N:42]([CH3:44])[CH3:43])=[N:40][CH:41]=2)[CH:31]=[CH:32][CH:33]=1. The catalyst is [Cl-].C([N+]1C(C)=C(CCO)SC=1)C1C=CC=CC=1.C(O)C. The product is [CH3:43][N:42]([CH3:44])[C:39]1[N:40]=[CH:41][C:36]([CH:35]([NH:34][C:30]2[CH:31]=[CH:32][CH:33]=[C:28]([O:27][CH3:26])[CH:29]=2)[C:8]([C:10]2[C:18]3[C:13](=[CH:14][CH:15]=[CH:16][CH:17]=3)[NH:12][CH:11]=2)=[O:9])=[CH:37][CH:38]=1. The yield is 0.0600.